This data is from Full USPTO retrosynthesis dataset with 1.9M reactions from patents (1976-2016). The task is: Predict the reactants needed to synthesize the given product. Given the product [CH2:12]([O:11][C:9](=[O:10])[C:8]1[CH:14]=[CH:15][C:5](/[CH:4]=[CH:26]/[C:27]2[O:31][CH:30]=[CH:29][CH:28]=2)=[CH:6][CH:7]=1)[CH3:13], predict the reactants needed to synthesize it. The reactants are: [H-].[Na+].Br[CH2:4][C:5]1[CH:15]=[CH:14][C:8]([C:9]([O:11][CH2:12][CH3:13])=[O:10])=[CH:7][CH:6]=1.C(OP(OCC)OCC)C.[CH:26](=O)[C:27]1[O:31][CH:30]=[CH:29][CH:28]=1.